This data is from TCR-epitope binding with 47,182 pairs between 192 epitopes and 23,139 TCRs. The task is: Binary Classification. Given a T-cell receptor sequence (or CDR3 region) and an epitope sequence, predict whether binding occurs between them. Result: 1 (the TCR binds to the epitope). The epitope is KAYNVTQAF. The TCR CDR3 sequence is CASSYQSSSYEQYF.